This data is from Reaction yield outcomes from USPTO patents with 853,638 reactions. The task is: Predict the reaction yield, written as a fraction of the theoretical maximum amount of product (1.0 means a 100% yield; for example, 0.34 means a 34% yield). (1) The reactants are [C:12]([O:11][C:9](O[C:9]([O:11][C:12]([CH3:15])([CH3:14])[CH3:13])=[O:10])=[O:10])([CH3:15])([CH3:14])[CH3:13].[N:16]1([CH2:21][CH2:22][NH2:23])[CH2:20][CH2:19][CH2:18][CH2:17]1. The catalyst is O1CCCC1. The product is [C:12]([O:11][C:9](=[O:10])[NH:23][CH2:22][CH2:21][N:16]1[CH2:20][CH2:19][CH2:18][CH2:17]1)([CH3:13])([CH3:14])[CH3:15]. The yield is 1.00. (2) The reactants are C(N(CC)CC)C.[Cl:8][C:9]1[CH:14]=[C:13]([C:15]([F:18])([F:17])[F:16])[CH:12]=[CH:11][C:10]=1I.[C:20]([OH:24])(=[O:23])[CH:21]=[CH2:22]. The catalyst is C(#N)C.C([O-])(=O)C.[Pd+2].C([O-])(=O)C. The product is [Cl:8][C:9]1[CH:14]=[C:13]([C:15]([F:18])([F:17])[F:16])[CH:12]=[CH:11][C:10]=1/[CH:22]=[CH:21]/[C:20]([OH:24])=[O:23]. The yield is 0.920. (3) The reactants are [Cl:1][C:2]1[C:6]([NH:7][CH2:8][CH3:9])=[CH:5][N:4]([C:10]2[CH:11]=[N:12][CH:13]=[CH:14][CH:15]=2)[N:3]=1.N1C=CC=CC=1.[F:22][C:23]([F:33])([F:32])[CH2:24][CH2:25][S:26][CH2:27][CH2:28][C:29](Cl)=[O:30].O. The catalyst is C(Cl)Cl.CN(C)C1C=CN=CC=1. The product is [Cl:1][C:2]1[C:6]([N:7]([CH2:8][CH3:9])[C:29](=[O:30])[CH2:28][CH2:27][S:26][CH2:25][CH2:24][C:23]([F:33])([F:32])[F:22])=[CH:5][N:4]([C:10]2[CH:11]=[N:12][CH:13]=[CH:14][CH:15]=2)[N:3]=1. The yield is 0.890. (4) The reactants are O[CH2:2][C:3]1[CH:12]=[N:11][C:10]2[N:9]3[CH2:13][CH2:14][S:15][CH2:16][CH:8]3[C:7](=[O:17])[NH:6][C:5]=2[CH:4]=1.[I-].C(C[P+](C)(C)C)#N.C(N(C(C)C)C(C)C)C.Cl.[Cl:36][C:37]1[CH:42]=[CH:41][C:40]([CH:43]2[CH2:48][CH2:47][NH:46][CH2:45][CH2:44]2)=[CH:39][CH:38]=1. The catalyst is C(#N)CC.O. The product is [Cl:36][C:37]1[CH:42]=[CH:41][C:40]([CH:43]2[CH2:44][CH2:45][N:46]([CH2:2][C:3]3[CH:12]=[N:11][C:10]4[N:9]5[CH2:13][CH2:14][S:15][CH2:16][CH:8]5[C:7](=[O:17])[NH:6][C:5]=4[CH:4]=3)[CH2:47][CH2:48]2)=[CH:39][CH:38]=1. The yield is 0.560. (5) The reactants are [OH-].[Na+].[ClH:3].[CH3:4][N:5]1[C:9]2[CH:10]=[C:11]([O:14][C:15]3[CH:20]=[CH:19][CH:18]=[CH:17][CH:16]=3)[CH:12]=[CH:13][C:8]=2[N:7]=[C:6]1[CH2:21][O:22][C:23]1[CH:24]=[C:25]([CH:30]=[CH:31][CH:32]=1)[C:26]([O:28]C)=[O:27].Cl. The catalyst is O1CCOCC1. The product is [ClH:3].[CH3:4][N:5]1[C:9]2[CH:10]=[C:11]([O:14][C:15]3[CH:16]=[CH:17][CH:18]=[CH:19][CH:20]=3)[CH:12]=[CH:13][C:8]=2[N:7]=[C:6]1[CH2:21][O:22][C:23]1[CH:24]=[C:25]([CH:30]=[CH:31][CH:32]=1)[C:26]([OH:28])=[O:27]. The yield is 0.700. (6) The reactants are [Cl:1][C:2]1[CH:36]=[CH:35][C:5]([CH2:6][N:7]2[C:15]3[C:14](=[O:16])[N:13]([CH2:17][C:18](=[O:20])[CH3:19])[C:12](=[O:21])[N:11]([CH3:22])[C:10]=3[N:9]=[C:8]2[O:23][C:24]2[CH:29]=[CH:28][CH:27]=[C:26]([O:30][C:31]([F:34])([F:33])[F:32])[CH:25]=2)=[CH:4][CH:3]=1.[CH2:37]([Mg]Br)[CH2:38]C.[CH2:42]1COCC1. The catalyst is O. The product is [Cl:1][C:2]1[CH:3]=[CH:4][C:5]([CH2:6][N:7]2[C:15]3[C:14](=[O:16])[N:13]([CH2:17][C:18]([OH:20])([CH3:42])[CH2:19][CH2:37][CH3:38])[C:12](=[O:21])[N:11]([CH3:22])[C:10]=3[N:9]=[C:8]2[O:23][C:24]2[CH:29]=[CH:28][CH:27]=[C:26]([O:30][C:31]([F:34])([F:32])[F:33])[CH:25]=2)=[CH:35][CH:36]=1. The yield is 0.320. (7) The reactants are [Cl:1][C:2]([Cl:11])([Cl:10])[C:3]([C:5]1[NH:6][CH:7]=[CH:8][CH:9]=1)=[O:4].II.[Br:14]Br. The catalyst is C(Cl)(Cl)(Cl)Cl. The product is [Br:14][C:8]1[CH:9]=[C:5]([C:3](=[O:4])[C:2]([Cl:1])([Cl:10])[Cl:11])[NH:6][CH:7]=1. The yield is 0.980. (8) The reactants are [NH2:1][C:2]1[CH:3]=[C:4]([C:8]2[C:13]3[N:14]([C:17]4[CH:22]=[CH:21][CH:20]=[CH:19][CH:18]=4)[CH:15]=[N:16][C:12]=3[CH:11]=[C:10]([C:23]([F:26])([F:25])[F:24])[CH:9]=2)[CH:5]=[CH:6][CH:7]=1.C(=O)([O-])[O-].[Na+].[Na+].[C:33](OC(=O)C)(=[O:35])[CH3:34]. No catalyst specified. The product is [C:33]([NH:1][C:2]1[CH:3]=[C:4]([C:8]2[C:13]3[N:14]([C:17]4[CH:22]=[CH:21][CH:20]=[CH:19][CH:18]=4)[CH:15]=[N:16][C:12]=3[CH:11]=[C:10]([C:23]([F:26])([F:25])[F:24])[CH:9]=2)[CH:5]=[CH:6][CH:7]=1)(=[O:35])[CH3:34]. The yield is 0.760. (9) The reactants are Br[C:2]1[S:6][C:5]([NH:7][C:8]([NH:10][C:11]2[CH:16]=[CH:15][C:14]([CH3:17])=[CH:13][C:12]=2[C:18]([CH:20]2[CH2:24][CH2:23][CH2:22][CH2:21]2)=[O:19])=[O:9])=[N:4][CH:3]=1.[CH3:25][N:26]1[CH:30]=[N:29][N:28]=[C:27]1[SH:31]. No catalyst specified. The product is [CH:20]1([C:18]([C:12]2[CH:13]=[C:14]([CH3:17])[CH:15]=[CH:16][C:11]=2[NH:10][C:8]([NH:7][C:5]2[S:6][C:2]([S:31][C:27]3[N:26]([CH3:25])[CH:30]=[N:29][N:28]=3)=[CH:3][N:4]=2)=[O:9])=[O:19])[CH2:24][CH2:23][CH2:22][CH2:21]1. The yield is 0.250.